From a dataset of Catalyst prediction with 721,799 reactions and 888 catalyst types from USPTO. Predict which catalyst facilitates the given reaction. (1) Reactant: [NH2:1][CH:2]1[C:8](=[O:9])[NH:7][C:6]2[CH:10]=[CH:11][CH:12]=[CH:13][C:5]=2[NH:4][C:3]1=[O:14].[F:15][C:16]([F:23])([F:22])[CH2:17][CH2:18][C:19](O)=[O:20]. Product: [O:9]=[C:8]1[NH:7][C:6]2[CH:10]=[CH:11][CH:12]=[CH:13][C:5]=2[NH:4][C:3](=[O:14])[CH:2]1[NH:1][C:19](=[O:20])[CH2:18][CH2:17][C:16]([F:23])([F:22])[F:15]. The catalyst class is: 456. (2) Reactant: [Br:1][C:2]1[C:3]([N:11]2[CH2:16][CH2:15][N:14]([C:17](=[O:38])[C@@H:18]([C:31]3[CH:36]=[CH:35][C:34]([Cl:37])=[CH:33][CH:32]=3)[CH2:19][N:20]([CH:28]([CH3:30])[CH3:29])C(=O)OC(C)(C)C)[CH2:13][CH2:12]2)=[C:4]2[CH:10]=[CH:9][NH:8][C:5]2=[N:6][CH:7]=1.C(O)(C(F)(F)F)=O.C1(N)C(F)=C(F)C(F)=C(N)C=1F.Cl.Cl. Product: [Br:1][C:2]1[C:3]([N:11]2[CH2:12][CH2:13][N:14]([C:17](=[O:38])[C@@H:18]([C:31]3[CH:32]=[CH:33][C:34]([Cl:37])=[CH:35][CH:36]=3)[CH2:19][NH:20][CH:28]([CH3:30])[CH3:29])[CH2:15][CH2:16]2)=[C:4]2[CH:10]=[CH:9][NH:8][C:5]2=[N:6][CH:7]=1. The catalyst class is: 2. (3) Reactant: B(Cl)(Cl)Cl.C(OC([N:12]1[CH2:17][CH2:16][N:15]([C:18]2[C:19]([C:23]3[CH:28]=[CH:27][C:26]([F:29])=[CH:25][C:24]=3[O:30]CC3C=CC=CC=3)=[N:20][NH:21][CH:22]=2)[CH2:14][CH2:13]1)=O)(C)(C)C.C(=O)(O)[O-].[Na+]. Product: [F:29][C:26]1[CH:27]=[CH:28][C:23]([C:19]2[C:18]([N:15]3[CH2:16][CH2:17][NH:12][CH2:13][CH2:14]3)=[CH:22][NH:21][N:20]=2)=[C:24]([OH:30])[CH:25]=1. The catalyst class is: 2. (4) Reactant: [Cl:1][C:2]1[C:3]([O:43][CH3:44])=[CH:4][CH:5]=[C:6]2[C:11]=1[N:10]=[C:9]([C:12]1[S:13][CH:14]=[C:15]([CH:17]([CH3:19])[CH3:18])[N:16]=1)[CH:8]=[C:7]2[O:20][C@@H:21]1[CH2:25][N:24](C(OC(C)(C)C)=O)[C@H:23]([C:33](=[O:42])[N:34]([CH2:36][CH2:37][CH2:38][CH2:39][CH:40]=[CH2:41])[CH3:35])[CH2:22]1.C(Cl)(=O)C. Product: [ClH:1].[Cl:1][C:2]1[C:3]([O:43][CH3:44])=[CH:4][CH:5]=[C:6]2[C:11]=1[N:10]=[C:9]([C:12]1[S:13][CH:14]=[C:15]([CH:17]([CH3:19])[CH3:18])[N:16]=1)[CH:8]=[C:7]2[O:20][C@@H:21]1[CH2:25][NH:24][C@H:23]([C:33]([N:34]([CH2:36][CH2:37][CH2:38][CH2:39][CH:40]=[CH2:41])[CH3:35])=[O:42])[CH2:22]1. The catalyst class is: 5. (5) Reactant: C(OC(=O)[NH:7][C:8]1([C:12]2[CH:17]=[CH:16][C:15]([C:18]3[N:19]=[C:20]4[CH:25]=[C:24]([CH:26]=[CH2:27])[CH:23]=[CH:22][N:21]4[C:28]=3[C:29]3[CH:34]=[CH:33][CH:32]=[CH:31][CH:30]=3)=[CH:14][CH:13]=2)[CH2:11][CH2:10][CH2:9]1)(C)(C)C.Cl.O1CCOCC1. Product: [NH3:7].[C:29]1([C:28]2[N:21]3[CH:22]=[CH:23][C:24]([CH:26]=[CH2:27])=[CH:25][C:20]3=[N:19][C:18]=2[C:15]2[CH:14]=[CH:13][C:12]([C:8]3([NH2:7])[CH2:9][CH2:10][CH2:11]3)=[CH:17][CH:16]=2)[CH:30]=[CH:31][CH:32]=[CH:33][CH:34]=1. The catalyst class is: 100.